From a dataset of Full USPTO retrosynthesis dataset with 1.9M reactions from patents (1976-2016). Predict the reactants needed to synthesize the given product. (1) Given the product [Cl:1][C:2]1[CH:3]=[N:4][N:5]([CH3:31])[C:6]=1[C:7]1[CH:17]=[C:16]([NH:18][C:19](=[O:30])[C:20]2[CH:25]=[CH:24][CH:23]=[C:22]([C:26]([F:27])([F:28])[F:29])[CH:21]=2)[CH:15]=[CH:14][C:8]=1[O:9][CH2:10][C:11]([NH:69][CH2:68][CH2:67][O:66][CH3:65])=[O:12], predict the reactants needed to synthesize it. The reactants are: [Cl:1][C:2]1[CH:3]=[N:4][N:5]([CH3:31])[C:6]=1[C:7]1[CH:17]=[C:16]([NH:18][C:19](=[O:30])[C:20]2[CH:25]=[CH:24][CH:23]=[C:22]([C:26]([F:29])([F:28])[F:27])[CH:21]=2)[CH:15]=[CH:14][C:8]=1[O:9][CH2:10][C:11](O)=[O:12].C(N(CC)C(C)C)(C)C.CN(C(ON1N=NC2C=CC=CC1=2)=[N+](C)C)C.F[P-](F)(F)(F)(F)F.[CH3:65][O:66][CH2:67][CH2:68][NH2:69]. (2) Given the product [OH:8][CH2:9][C:10]1([N:13]2[CH2:18][C:17]3([CH2:23][CH2:22][NH:21][CH2:20][CH2:19]3)[O:16][CH2:15][C:14]2=[O:31])[CH2:11][CH2:12]1, predict the reactants needed to synthesize it. The reactants are: [Si]([O:8][CH2:9][C:10]1([N:13]2[CH2:18][C:17]3([CH2:23][CH2:22][N:21](C(OC(C)(C)C)=O)[CH2:20][CH2:19]3)[O:16][CH2:15][C:14]2=[O:31])[CH2:12][CH2:11]1)(C(C)(C)C)(C)C.Cl. (3) Given the product [Cl:32][C:33]1[CH:34]=[C:35]([CH:49]=[CH:50][C:51]=1[Cl:52])[CH2:36][N:37]([CH3:48])[C:38]([C:40]1[CH2:41][N:23]([CH:24]([CH2:25][C:26]([NH2:27])=[O:28])[C:29]([OH:31])=[O:30])[C:43](=[O:46])[C:44]=1[OH:45])=[O:39], predict the reactants needed to synthesize it. The reactants are: COC(=O)C(O)=CC(=O)N(CC1C=CC(Cl)=C(Cl)C=1)C.C=O.[NH2:23][C@H:24]([C:29]([OH:31])=[O:30])[CH2:25][C:26](=[O:28])[NH2:27].[Cl:32][C:33]1[CH:34]=[C:35]([CH:49]=[CH:50][C:51]=1[Cl:52])[CH2:36][N:37]([CH3:48])[C:38]([C:40]1[CH2:41]N(C)[C:43](=[O:46])[C:44]=1[OH:45])=[O:39].